From a dataset of Forward reaction prediction with 1.9M reactions from USPTO patents (1976-2016). Predict the product of the given reaction. (1) Given the reactants [Cl:1][C:2]1[C:7](/[N:8]=N/C2C=CC(C)=CC=2)=[C:6]([Cl:17])[N:5]=[C:4]([S:18][CH2:19][CH2:20][CH3:21])[N:3]=1, predict the reaction product. The product is: [Cl:1][C:2]1[C:7]([NH2:8])=[C:6]([Cl:17])[N:5]=[C:4]([S:18][CH2:19][CH2:20][CH3:21])[N:3]=1. (2) Given the reactants [CH2:1]1[O:5][CH:4]([CH:6]([OH:9])[CH2:7][OH:8])[C@@H:3]([OH:10])[CH:2]1[OH:11].[C:12](OC)(=[O:24])[CH2:13][CH2:14][CH2:15][CH2:16][CH2:17][CH2:18][CH2:19][CH2:20][CH2:21][CH2:22][CH3:23].CO.C[O-].[Na+].[PH2]([O-])=O.[Na+], predict the reaction product. The product is: [CH3:23][CH2:22][CH2:21][CH2:20][CH2:19][CH2:18][CH2:17][CH2:16][CH2:15][CH2:14][CH2:13][C:12]([O:8][CH2:7][CH:6]([OH:9])[C@H:4]1[O:5][CH2:1][C@H:2]([OH:11])[C@H:3]1[OH:10])=[O:24]. (3) Given the reactants Br[C:2]1[CH:3]=[CH:4][C:5]2[O:12][C:9]3([CH2:11][CH2:10]3)[CH2:8][C:7]([CH3:14])([CH3:13])[C:6]=2[CH:15]=1.C(N(CC)CC)C.[CH3:23][Si:24]([C:27]#[CH:28])([CH3:26])[CH3:25], predict the reaction product. The product is: [CH3:13][C:7]1([CH3:14])[C:6]2[CH:15]=[C:2]([C:28]#[C:27][Si:24]([CH3:26])([CH3:25])[CH3:23])[CH:3]=[CH:4][C:5]=2[O:12][C:9]2([CH2:11][CH2:10]2)[CH2:8]1. (4) Given the reactants FC(F)(F)C(O)=O.[NH2:8][C@H:9]([CH3:18])[C:10]([N:12]1[CH2:15][CH:14]([C:16]#[N:17])[CH2:13]1)=[O:11].[Cl:19][C:20]1[CH:28]=[C:27]2[C:23]([C:24]([C:30]3[N:31]=[C:32]4[C:38]([C:39](O)=[O:40])=[CH:37][N:36]([CH2:42][O:43][CH2:44][CH2:45][Si:46]([CH3:49])([CH3:48])[CH3:47])[C:33]4=[N:34][CH:35]=3)=[N:25][N:26]2[CH3:29])=[C:22]([F:50])[CH:21]=1.F[B-](F)(F)F.N1(OC(N(C)C)=[N+](C)C)C2C=CC=CC=2N=N1.C(N(CC)C(C)C)(C)C, predict the reaction product. The product is: [C:16]([CH:14]1[CH2:13][N:12]([C:10](=[O:11])[C@H:9]([NH:8][C:39]([C:38]2[C:32]3[C:33](=[N:34][CH:35]=[C:30]([C:24]4[C:23]5[C:27](=[CH:28][C:20]([Cl:19])=[CH:21][C:22]=5[F:50])[N:26]([CH3:29])[N:25]=4)[N:31]=3)[N:36]([CH2:42][O:43][CH2:44][CH2:45][Si:46]([CH3:49])([CH3:48])[CH3:47])[CH:37]=2)=[O:40])[CH3:18])[CH2:15]1)#[N:17].